Dataset: Forward reaction prediction with 1.9M reactions from USPTO patents (1976-2016). Task: Predict the product of the given reaction. Given the reactants Br[C:2]1[CH:10]=[CH:9][CH:8]=[CH:7][C:3]=1[C:4]([OH:6])=[O:5].[Li][CH2:12][CH2:13][CH2:14]C.CCCCCC.CC(C)=O, predict the reaction product. The product is: [CH3:12][C:13]1([CH3:14])[C:2]2[CH:10]=[CH:9][CH:8]=[CH:7][C:3]=2[C:4](=[O:5])[O:6]1.